Predict the product of the given reaction. From a dataset of Forward reaction prediction with 1.9M reactions from USPTO patents (1976-2016). (1) Given the reactants Cl[C:2]1[N:7]=[C:6]([C:8]2[C:9]([C:17]3[CH:18]=[C:19]([NH:23][C:24](=[O:33])[C:25]4[C:30](F)=[CH:29][CH:28]=[CH:27][C:26]=4F)[CH:20]=[CH:21][CH:22]=3)=[N:10][N:11]3[CH:16]=[CH:15][CH:14]=[CH:13][C:12]=23)[CH:5]=[CH:4][N:3]=1.F[C:35]1[CH:36]=[C:37]([CH:39]=[CH:40][C:41]=1N1CCOCC1)[NH2:38], predict the reaction product. The product is: [CH2:2]1[C:35]2[C:41](=[CH:40][CH:39]=[C:37]([NH:38][C:2]3[N:7]=[C:6]([C:8]4[C:9]([C:17]5[CH:18]=[C:19]([NH:23][C:24](=[O:33])[C:25]6[CH:30]=[CH:29][CH:28]=[CH:27][CH:26]=6)[CH:20]=[CH:21][CH:22]=5)=[N:10][N:11]5[CH:16]=[CH:15][CH:14]=[CH:13][C:12]=45)[CH:5]=[CH:4][N:3]=3)[CH:36]=2)[CH2:5][CH2:4][NH:3]1. (2) Given the reactants Cl.[CH2:2]([NH:9][CH2:10][CH2:11][CH:12]([C:24]1[CH:29]=[CH:28][C:27]([NH:30][C:31]([O:33][CH3:34])=[O:32])=[CH:26][CH:25]=1)[C:13]1[CH:18]=[CH:17][C:16]([NH:19][C:20]([O:22][CH3:23])=[O:21])=[CH:15][CH:14]=1)[C:3]1[CH:8]=[CH:7][CH:6]=[CH:5][CH:4]=1.[C:35](O[C:35]([O:37][C:38]([CH3:41])([CH3:40])[CH3:39])=[O:36])([O:37][C:38]([CH3:41])([CH3:40])[CH3:39])=[O:36], predict the reaction product. The product is: [CH2:2]([N:9]([CH2:10][CH2:11][CH:12]([C:24]1[CH:29]=[CH:28][C:27]([NH:30][C:31]([O:33][CH3:34])=[O:32])=[CH:26][CH:25]=1)[C:13]1[CH:18]=[CH:17][C:16]([NH:19][C:20]([O:22][CH3:23])=[O:21])=[CH:15][CH:14]=1)[C:35]([O:37][C:38]([CH3:41])([CH3:40])[CH3:39])=[O:36])[C:3]1[CH:4]=[CH:5][CH:6]=[CH:7][CH:8]=1.